Dataset: Catalyst prediction with 721,799 reactions and 888 catalyst types from USPTO. Task: Predict which catalyst facilitates the given reaction. (1) Reactant: Cl.[CH3:2][C:3]1[CH:11]=[C:10]([O:12][CH2:13][CH2:14][CH2:15][CH:16]2[CH2:21][CH2:20][NH:19][CH2:18][CH2:17]2)[CH:9]=[C:8]([CH3:22])[C:4]=1[C:5]([OH:7])=[O:6].Cl[C:24]1[N:29]=[CH:28][C:27]([Cl:30])=[CH:26][N:25]=1.C1CCN2C(=NCCC2)CC1.Cl. Product: [Cl:30][C:27]1[CH:26]=[N:25][C:24]([N:19]2[CH2:18][CH2:17][CH:16]([CH2:15][CH2:14][CH2:13][O:12][C:10]3[CH:9]=[C:8]([CH3:22])[C:4]([C:5]([OH:7])=[O:6])=[C:3]([CH3:2])[CH:11]=3)[CH2:21][CH2:20]2)=[N:29][CH:28]=1. The catalyst class is: 58. (2) Reactant: [NH2:1][C:2]1[N:3]=[N:4][CH:5]=[C:6]([C:8]2[CH:13]=[CH:12][C:11]([OH:14])=[CH:10][CH:9]=2)[N:7]=1.CC(C)([O-])C.[K+].[CH3:21][NH:22][C:23]([C:25]1[CH:30]=[C:29](Cl)[CH:28]=[CH:27][N:26]=1)=[O:24].C([O-])([O-])=O.[K+].[K+]. Product: [NH2:1][C:2]1[N:3]=[N:4][CH:5]=[C:6]([C:8]2[CH:9]=[CH:10][C:11]([O:14][C:29]3[CH:28]=[CH:27][N:26]=[C:25]([C:23]([NH:22][CH3:21])=[O:24])[CH:30]=3)=[CH:12][CH:13]=2)[N:7]=1. The catalyst class is: 248. (3) Reactant: [Cl:1][C:2]1[C:3]([NH2:8])=[N:4][CH:5]=[CH:6][N:7]=1.Cl[CH:10]([C:16](=O)[CH3:17])[C:11]([O:13][CH2:14][CH3:15])=[O:12]. Product: [Cl:1][C:2]1[C:3]2[N:4]([C:10]([C:11]([O:13][CH2:14][CH3:15])=[O:12])=[C:16]([CH3:17])[N:8]=2)[CH:5]=[CH:6][N:7]=1. The catalyst class is: 8. (4) The catalyst class is: 3. Reactant: [Cl:1][C:2]1[S:6][C:5]([C:7]2[N:8]([CH2:13][C:14]3[CH:19]=[CH:18][CH:17]=[CH:16][C:15]=3[F:20])[C:9](=[O:12])[NH:10][N:11]=2)=[CH:4][CH:3]=1.Br[CH2:22][C:23]#[N:24].C(=O)([O-])[O-].[K+].[K+]. Product: [Cl:1][C:2]1[S:6][C:5]([C:7]2[N:8]([CH2:13][C:14]3[CH:19]=[CH:18][CH:17]=[CH:16][C:15]=3[F:20])[C:9](=[O:12])[N:10]([CH2:22][C:23]#[N:24])[N:11]=2)=[CH:4][CH:3]=1. (5) Reactant: [CH3:1][C:2]([C:10]1[CH:11]=[C:12]([OH:17])[CH:13]=[C:14]([CH:16]=1)[OH:15])([CH3:9])[CH2:3][CH2:4][CH2:5][CH2:6][CH2:7][CH3:8].[CH:18]1(O)[CH2:23][CH2:22][CH2:21][CH:20]=[CH:19]1.CS(O)(=O)=O. Product: [CH:23]1([C:13]2[C:14]([OH:15])=[CH:16][C:10]([C:2]([CH3:1])([CH3:9])[CH2:3][CH2:4][CH2:5][CH2:6][CH2:7][CH3:8])=[CH:11][C:12]=2[OH:17])[CH2:22][CH2:21][CH2:20][CH:19]=[CH:18]1. The catalyst class is: 4. (6) Reactant: [Cl:1][C:2]1[CH:7]=[CH:6][C:5]([N:8]2[C@@H:13]([CH2:14][OH:15])[CH2:12][N:11](CC3C=CC(OC)=CC=3OC)[CH2:10][C:9]2=[O:27])=[CH:4][CH:3]=1.FC(F)(F)C(O)=O.C(N(CC)CC)C.[C:50](O[C:50]([O:52][C:53]([CH3:56])([CH3:55])[CH3:54])=[O:51])([O:52][C:53]([CH3:56])([CH3:55])[CH3:54])=[O:51]. Product: [Cl:1][C:2]1[CH:3]=[CH:4][C:5]([N:8]2[C:9](=[O:27])[CH2:10][N:11]([C:50]([O:52][C:53]([CH3:54])([CH3:55])[CH3:56])=[O:51])[CH2:12][C@@H:13]2[CH2:14][OH:15])=[CH:6][CH:7]=1. The catalyst class is: 2.